Dataset: NCI-60 drug combinations with 297,098 pairs across 59 cell lines. Task: Regression. Given two drug SMILES strings and cell line genomic features, predict the synergy score measuring deviation from expected non-interaction effect. Drug 1: CC1C(C(=O)NC(C(=O)N2CCCC2C(=O)N(CC(=O)N(C(C(=O)O1)C(C)C)C)C)C(C)C)NC(=O)C3=C4C(=C(C=C3)C)OC5=C(C(=O)C(=C(C5=N4)C(=O)NC6C(OC(=O)C(N(C(=O)CN(C(=O)C7CCCN7C(=O)C(NC6=O)C(C)C)C)C)C(C)C)C)N)C. Drug 2: CCC1(CC2CC(C3=C(CCN(C2)C1)C4=CC=CC=C4N3)(C5=C(C=C6C(=C5)C78CCN9C7C(C=CC9)(C(C(C8N6C)(C(=O)OC)O)OC(=O)C)CC)OC)C(=O)OC)O.OS(=O)(=O)O. Cell line: U251. Synergy scores: CSS=-3.40, Synergy_ZIP=4.44, Synergy_Bliss=4.60, Synergy_Loewe=0.940, Synergy_HSA=1.26.